This data is from HIV replication inhibition screening data with 41,000+ compounds from the AIDS Antiviral Screen. The task is: Binary Classification. Given a drug SMILES string, predict its activity (active/inactive) in a high-throughput screening assay against a specified biological target. (1) The molecule is CCCCCCCCCC=C(c1cc(Br)cc(C(=O)O)c1OC)c1cc(Br)cc(C(=O)O)c1OC.N. The result is 0 (inactive). (2) The drug is O=[N+]([O-])C=Cc1cn(CCCCCCCCn2cc(C=C[N+](=O)[O-])c3ccccc32)c2ccccc12. The result is 0 (inactive). (3) The drug is CC(=O)OCC(OC(C)=O)C(OC(C)=O)C(C=NNc1nc(O)c2ccccc2n1)=NNc1nc(O)c2ccccc2n1. The result is 0 (inactive). (4) The molecule is CCC(C)C(NC(=O)C(CCCCN)NC(=O)CNC(=O)C(NC(=O)C(NC(=O)C(NC(=O)C(Cc1ccccc1)NC(=O)C(C)NC(=O)C(CCCNC(=N)N)NC(=O)CNC(=O)C1CCCN1C(=O)CNC(=O)C(CCCNC(=N)N)NC(=O)C(CCC(N)=O)NC(=O)C(NC(=O)C(CCCNC(=N)N)NC(=O)C(NC(=O)C(CO)NC(=O)C(CCCCN)NC(=O)C(CCCNC(=N)N)NC(=O)C(NC(=O)C(CC(N)=O)NC(=O)C(N)CC(=O)NC1OC(CO)C(O)C(O)C1NC(C)=O)C(C)O)C(C)CC)C(C)CC)C(C)C)C(C)O)C(C)CC)C(=O)NCC(N)=O. The result is 0 (inactive). (5) The drug is O=[N+]([O-])c1ccc(N=Cc2ccc(Cl)cc2)cc1. The result is 0 (inactive). (6) The drug is COCCCN1C(=O)C2c3[nH]c4ccccc4c3C3CCC(C(C)(C)C)CC3C2C1=O. The result is 0 (inactive).